The task is: Predict which catalyst facilitates the given reaction.. This data is from Catalyst prediction with 721,799 reactions and 888 catalyst types from USPTO. (1) Reactant: [CH3:1][N:2]([CH:6]1[CH2:11][CH2:10][CH2:9][N:8]([C:12]2[CH:17]=[CH:16][C:15]([N:18]3[CH:27]=[CH:26][C:25]4[C:20](=[CH:21][CH:22]=[C:23]([O:28][CH2:29][C@@H:30]5[CH2:34][CH2:33][CH2:32][O:31]5)[CH:24]=4)[C:19]3=[O:35])=[CH:14][CH:13]=2)[CH2:7]1)C(=O)C.[OH-].[Na+]. Product: [CH3:1][NH:2][CH:6]1[CH2:11][CH2:10][CH2:9][N:8]([C:12]2[CH:17]=[CH:16][C:15]([N:18]3[CH:27]=[CH:26][C:25]4[C:20](=[CH:21][CH:22]=[C:23]([O:28][CH2:29][C@@H:30]5[CH2:34][CH2:33][CH2:32][O:31]5)[CH:24]=4)[C:19]3=[O:35])=[CH:14][CH:13]=2)[CH2:7]1. The catalyst class is: 65. (2) The catalyst class is: 57. Product: [CH3:1][C:2]1[N:3]=[C:4]([CH2:15][C:27]#[N:28])[N:5]([CH2:7][O:8][CH2:9][CH2:10][Si:11]([CH3:14])([CH3:13])[CH3:12])[CH:6]=1. Reactant: [CH3:1][C:2]1[N:3]=[C:4]([CH:15]=O)[N:5]([CH2:7][O:8][CH2:9][CH2:10][Si:11]([CH3:14])([CH3:13])[CH3:12])[CH:6]=1.CC1C=CC(S([CH2:27][N+:28]#[C-])(=O)=O)=CC=1.CC([O-])(C)C.[K+]. (3) Reactant: [NH2:1][N:2]1[C:6]([C:7]2[CH:12]=[CH:11][CH:10]=[CH:9][C:8]=2[O:13][CH3:14])=[N:5][N:4]=[C:3]1[SH:15].Br[CH2:17][C:18]([C:20]1[CH:25]=[CH:24][C:23]([CH3:26])=[C:22]([N+:27]([O-:29])=[O:28])[CH:21]=1)=O. Product: [CH3:14][O:13][C:8]1[CH:9]=[CH:10][CH:11]=[CH:12][C:7]=1[C:6]1[N:2]2[C:3]([S:15][CH2:17][C:18]([C:20]3[CH:25]=[CH:24][C:23]([CH3:26])=[C:22]([N+:27]([O-:29])=[O:28])[CH:21]=3)=[N:1]2)=[N:4][N:5]=1. The catalyst class is: 32.